From a dataset of Catalyst prediction with 721,799 reactions and 888 catalyst types from USPTO. Predict which catalyst facilitates the given reaction. Reactant: [Si:1]([O:8][CH:9]1[CH2:14][N:13]([C:15]([O:17][C:18]([CH3:21])([CH3:20])[CH3:19])=[O:16])[CH2:12][CH:11]([C:22](OC)=[O:23])[CH2:10]1)([C:4]([CH3:7])([CH3:6])[CH3:5])([CH3:3])[CH3:2].[Li+].[BH4-].C(O)(=O)CC(CC(O)=O)(C(O)=O)O. Product: [Si:1]([O:8][CH:9]1[CH2:10][CH:11]([CH2:22][OH:23])[CH2:12][N:13]([C:15]([O:17][C:18]([CH3:21])([CH3:20])[CH3:19])=[O:16])[CH2:14]1)([C:4]([CH3:7])([CH3:6])[CH3:5])([CH3:3])[CH3:2]. The catalyst class is: 1.